From a dataset of hERG potassium channel inhibition data for cardiac toxicity prediction from Karim et al.. Regression/Classification. Given a drug SMILES string, predict its toxicity properties. Task type varies by dataset: regression for continuous values (e.g., LD50, hERG inhibition percentage) or binary classification for toxic/non-toxic outcomes (e.g., AMES mutagenicity, cardiotoxicity, hepatotoxicity). Dataset: herg_karim. (1) The compound is C[C@]1(COc2ccc(OC(F)(F)F)cc2)Cn2cc([N+](=O)[O-])nc2O1. The result is 0 (non-blocker). (2) The molecule is COCCOc1nc(-c2ccc(Cl)c(Cl)c2)n(-c2ccc(NC(=O)CCl)cc2)n1. The result is 1 (blocker).